The task is: Predict the reactants needed to synthesize the given product.. This data is from Full USPTO retrosynthesis dataset with 1.9M reactions from patents (1976-2016). (1) Given the product [CH3:1][C:2]1[CH:7]=[C:6]([C:8]2[CH:13]=[CH:12][C:11]([CH2:14][NH:15][C:26](=[O:27])[C:25]3[CH:24]=[CH:23][C:22]([C:17]4[CH:18]=[N:19][CH:20]=[CH:21][N:16]=4)=[CH:30][CH:29]=3)=[CH:10][N:9]=2)[CH:5]=[CH:4][N:3]=1, predict the reactants needed to synthesize it. The reactants are: [CH3:1][C:2]1[CH:7]=[C:6]([C:8]2[CH:13]=[CH:12][C:11]([CH2:14][NH2:15])=[CH:10][N:9]=2)[CH:5]=[CH:4][N:3]=1.[N:16]1[CH:21]=[CH:20][N:19]=[CH:18][C:17]=1[C:22]1[CH:30]=[CH:29][C:25]([C:26](O)=[O:27])=[CH:24][CH:23]=1.CN(C(ON1N=NC2C=CC=NC1=2)=[N+](C)C)C.F[P-](F)(F)(F)(F)F.C(N(CC)C(C)C)(C)C. (2) The reactants are: [NH2:1][CH2:2][CH2:3][C:4]1[CH:35]=[CH:34][C:7]([O:8][CH2:9][CH2:10][C:11]2[CH:16]=[CH:15][C:14]([OH:17])=[C:13]([C@@H:18]([C:28]3[CH:33]=[CH:32][CH:31]=[CH:30][CH:29]=3)[CH2:19][CH2:20][N:21]([CH:25]([CH3:27])[CH3:26])[CH:22]([CH3:24])[CH3:23])[CH:12]=2)=[CH:6][CH:5]=1.[Cl:36][C:37]1[C:44]([OH:45])=[CH:43][CH:42]=[CH:41][C:38]=1[CH:39]=O.S([O-])([O-])(=O)=O.[Mg+2].[BH4-].[Na+]. Given the product [Cl:36][C:37]1[C:38]([CH2:39][NH:1][CH2:2][CH2:3][C:4]2[CH:5]=[CH:6][C:7]([O:8][CH2:9][CH2:10][C:11]3[CH:16]=[CH:15][C:14]([OH:17])=[C:13]([C@@H:18]([C:28]4[CH:29]=[CH:30][CH:31]=[CH:32][CH:33]=4)[CH2:19][CH2:20][N:21]([CH:25]([CH3:26])[CH3:27])[CH:22]([CH3:24])[CH3:23])[CH:12]=3)=[CH:34][CH:35]=2)=[CH:41][CH:42]=[CH:43][C:44]=1[OH:45], predict the reactants needed to synthesize it.